Dataset: Forward reaction prediction with 1.9M reactions from USPTO patents (1976-2016). Task: Predict the product of the given reaction. (1) Given the reactants Cl.[N:2]1[CH:7]=[CH:6][CH:5]=[C:4]([C:8]([NH2:10])=[NH:9])[CH:3]=1.[Cl:11][C:12]1[CH:19]=[C:18]([F:20])[CH:17]=[CH:16][C:13]=1[CH:14]=O.[CH3:21][C:22]1([CH3:30])[CH2:27][C:26](=[O:28])[CH2:25][C:24](=O)[CH2:23]1.C([O-])(=O)C.[Na+].Cl, predict the reaction product. The product is: [N:2]1[CH:7]=[CH:6][CH:5]=[C:4]([C:8]2[NH:10][C:24]3[CH2:23][C:22]([CH3:30])([CH3:21])[CH2:27][C:26](=[O:28])[C:25]=3[CH:14]([C:13]3[CH:16]=[CH:17][C:18]([F:20])=[CH:19][C:12]=3[Cl:11])[N:9]=2)[CH:3]=1. (2) Given the reactants Br[C:2]1[CH:3]=[C:4]([CH:16]=[C:17]([Br:19])[CH:18]=1)[O:5][C:6]1[C:11]([C:12]([F:15])([F:14])[F:13])=[CH:10][CH:9]=[CH:8][N:7]=1.[CH2:20]([O:22][C:23](=[O:34])[CH2:24][O:25][C:26]1[CH:31]=[CH:30][C:29]([SH:32])=[CH:28][C:27]=1[CH3:33])[CH3:21], predict the reaction product. The product is: [CH2:20]([O:22][C:23](=[O:34])[CH2:24][O:25][C:26]1[CH:31]=[CH:30][C:29]([S:32][C:2]2[CH:3]=[C:4]([O:5][C:6]3[C:11]([C:12]([F:15])([F:14])[F:13])=[CH:10][CH:9]=[CH:8][N:7]=3)[CH:16]=[C:17]([Br:19])[CH:18]=2)=[CH:28][C:27]=1[CH3:33])[CH3:21].